This data is from Full USPTO retrosynthesis dataset with 1.9M reactions from patents (1976-2016). The task is: Predict the reactants needed to synthesize the given product. (1) Given the product [CH3:9][O:8][C:6]1[C:5]([C@@:10]2([CH3:17])[CH2:15][CH2:14][CH2:13][NH:12][C:11]2=[O:16])=[CH:4][CH:3]=[C:2]([C:24]2[CH:23]=[C:22]3[C:27](=[CH:26][CH:25]=2)[N:19]([CH3:18])[CH:20]=[CH:21]3)[N:7]=1, predict the reactants needed to synthesize it. The reactants are: Cl[C:2]1[N:7]=[C:6]([O:8][CH3:9])[C:5]([C@@:10]2([CH3:17])[CH2:15][CH2:14][CH2:13][NH:12][C:11]2=[O:16])=[CH:4][CH:3]=1.[CH3:18][N:19]1[C:27]2[C:22](=[CH:23][C:24](B(O)O)=[CH:25][CH:26]=2)[CH:21]=[CH:20]1.C([O-])([O-])=O.[Na+].[Na+]. (2) Given the product [F:34][C:25]1[CH:26]=[CH:27][CH:28]=[C:29]([C:30]([F:31])([F:32])[F:33])[C:24]=1[C:9]1[CH:8]=[C:7]2[C:12]([C:3]([NH:2][CH3:1])=[N:4][C:5]([NH2:22])=[N:6]2)=[CH:11][CH:10]=1, predict the reactants needed to synthesize it. The reactants are: [CH3:1][NH:2][C:3]1[C:12]2[C:7](=[CH:8][C:9](B3OC(C)(C)C(C)(C)O3)=[CH:10][CH:11]=2)[N:6]=[C:5]([NH2:22])[N:4]=1.Br[C:24]1[C:29]([C:30]([F:33])([F:32])[F:31])=[CH:28][CH:27]=[CH:26][C:25]=1[F:34].C(=O)([O-])[O-].[Na+].[Na+].COCCOC. (3) Given the product [Cl:9][C:4]1[CH:5]=[C:6]([CH3:8])[CH:7]=[C:2]([Cl:1])[C:3]=1[N:10]1[C:11]2[C:16](=[CH:15][C:14]([CH3:17])=[CH:13][CH:12]=2)[CH2:19][C:18]1=[O:21], predict the reactants needed to synthesize it. The reactants are: [Cl:1][C:2]1[CH:7]=[C:6]([CH3:8])[CH:5]=[C:4]([Cl:9])[C:3]=1[N:10]([C:18](=[O:21])[CH2:19]Cl)[C:11]1[CH:16]=[CH:15][C:14]([CH3:17])=[CH:13][CH:12]=1.[Cl-].[Al+3].[Cl-].[Cl-].